From a dataset of Reaction yield outcomes from USPTO patents with 853,638 reactions. Predict the reaction yield, written as a fraction of the theoretical maximum amount of product (1.0 means a 100% yield; for example, 0.34 means a 34% yield). (1) The reactants are [NH2:1][C:2]1[CH:9]=[CH:8][C:5]([C:6]#[N:7])=[CH:4][C:3]=1[NH:10][CH2:11][CH2:12][C:13]1[CH:18]=[CH:17][CH:16]=[CH:15][CH:14]=1.[OH-].[Na+].[CH:21](O)=O. No catalyst specified. The product is [C:13]1([CH2:12][CH2:11][N:10]2[C:3]3[CH:4]=[C:5]([C:6]#[N:7])[CH:8]=[CH:9][C:2]=3[N:1]=[CH:21]2)[CH:18]=[CH:17][CH:16]=[CH:15][CH:14]=1. The yield is 0.630. (2) The reactants are [NH2:1][CH2:2][CH2:3][O:4][CH2:5][CH2:6][O:7][CH2:8][CH2:9][O:10][CH2:11][CH2:12][O:13][C:14]1[CH:19]=[CH:18][C:17]([NH:20][C:21]2[N:26]=[C:25]([NH:27][CH2:28][CH2:29][CH2:30][N:31]([CH3:38])[C:32]([CH:34]3[CH2:37][CH2:36][CH2:35]3)=[O:33])[C:24]([Br:39])=[CH:23][N:22]=2)=[CH:16][CH:15]=1.[O:40]=[C:41]1[CH:46]([N:47]2[C:55](=[O:56])[C:54]3[C:49](=[CH:50][CH:51]=[CH:52][C:53]=3F)[C:48]2=[O:58])[CH2:45][CH2:44][C:43](=[O:59])[NH:42]1.C(N(C(C)C)C(C)C)C. The catalyst is CN(C)C=O. The product is [Br:39][C:24]1[C:25]([NH:27][CH2:28][CH2:29][CH2:30][N:31]([CH3:38])[C:32]([CH:34]2[CH2:37][CH2:36][CH2:35]2)=[O:33])=[N:26][C:21]([NH:20][C:17]2[CH:18]=[CH:19][C:14]([O:13][CH2:12][CH2:11][O:10][CH2:9][CH2:8][O:7][CH2:6][CH2:5][O:4][CH2:3][CH2:2][NH:1][C:50]3[CH:51]=[CH:52][CH:53]=[C:54]4[C:49]=3[C:48](=[O:58])[N:47]([CH:46]3[CH2:45][CH2:44][C:43](=[O:59])[NH:42][C:41]3=[O:40])[C:55]4=[O:56])=[CH:15][CH:16]=2)=[N:22][CH:23]=1. The yield is 0.400. (3) The reactants are [CH3:1][C:2]1[CH:3]=[C:4]([Mg]Br)[CH:5]=[CH:6][CH:7]=1.[N:10]12[CH2:17][CH2:16][C:13]([C:18]([O:20]CC)=O)([CH2:14][CH2:15]1)[CH2:12][CH2:11]2. The catalyst is C1COCC1. The product is [N:10]12[CH2:11][CH2:12][C:13]([C:18]([C:6]3[CH:5]=[CH:4][CH:3]=[C:2]([CH3:1])[CH:7]=3)([C:6]3[CH:5]=[CH:4][CH:3]=[C:2]([CH3:1])[CH:7]=3)[OH:20])([CH2:14][CH2:15]1)[CH2:16][CH2:17]2. The yield is 0.694. (4) The catalyst is C(OCC)(=O)C.[Pd]. The reactants are [CH2:1]([O:3][C@@H:4]([CH2:10][C:11]1[CH:16]=[CH:15][C:14]([N+:17]([O-])=O)=[CH:13][CH:12]=1)[CH2:5][C:6]([O:8][CH3:9])=[O:7])[CH3:2]. The product is [CH2:1]([O:3][C@@H:4]([CH2:10][C:11]1[CH:12]=[CH:13][C:14]([NH2:17])=[CH:15][CH:16]=1)[CH2:5][C:6]([O:8][CH3:9])=[O:7])[CH3:2]. The yield is 0.730. (5) The reactants are [CH2:1]([O:3][C:4]1[CH:9]=[CH:8][C:7]([C:10](=O)[CH2:11][C:12]2[CH:17]=[CH:16][C:15]([S:18]([CH3:21])(=[O:20])=[O:19])=[CH:14][CH:13]=2)=[CH:6][CH:5]=1)[CH3:2].F[P-](F)(F)(F)(F)F.[NH2:30][N+:31]1[CH:36]=[CH:35][CH:34]=[CH:33][N:32]=1.CN(CCN(C)C)C.II.Cl. The catalyst is C(Cl)Cl.[Ti](Cl)(Cl)(Cl)Cl.CN1CCCC1=O. The product is [CH2:1]([O:3][C:4]1[CH:9]=[CH:8][C:7]([C:10]2[C:11]([C:12]3[CH:17]=[CH:16][C:15]([S:18]([CH3:21])(=[O:20])=[O:19])=[CH:14][CH:13]=3)=[C:36]3[N:31]([N:32]=[CH:33][CH:34]=[CH:35]3)[N:30]=2)=[CH:6][CH:5]=1)[CH3:2]. The yield is 0.686. (6) The reactants are BrC[C:3]1[CH:4]=[C:5]([CH:8]=[CH:9][CH:10]=1)[C:6]#[N:7].[CH3:11][C:12]([O:15][C:16]([NH:18][C:19]([O:21][C:22]([CH3:25])([CH3:24])[CH3:23])=[O:20])=[O:17])([CH3:14])[CH3:13].C(=O)([O-])[O-].[Cs+].[Cs+]. The catalyst is C1COCC1.[I-].[Li+]. The product is [C:22]([O:21][C:19]([N:18]([C:16]([O:15][C:12]([CH3:14])([CH3:13])[CH3:11])=[O:17])[C:3]1[CH:4]=[C:5]([CH:8]=[CH:9][CH:10]=1)[C:6]#[N:7])=[O:20])([CH3:25])([CH3:24])[CH3:23]. The yield is 0.870. (7) No catalyst specified. The reactants are [Cl:1][C:2]1[CH:7]=[C:6]([C:8]2[C:17]3[C:12](=[CH:13][C:14]([S:18]([N:21]([C:31]4[CH:35]=[CH:34][O:33][N:32]=4)CC4C=CC(OC)=CC=4)(=[O:20])=[O:19])=[CH:15][CH:16]=3)[CH:11]=[N:10][C:9]=2[O:36][CH3:37])[C:5]([O:38][CH3:39])=[CH:4][C:3]=1[C:40]1[CH:45]=[CH:44][CH:43]=[C:42]([F:46])[CH:41]=1.[C:47]([OH:53])([C:49]([F:52])([F:51])[F:50])=[O:48]. The yield is 0.980. The product is [F:50][C:49]([F:52])([F:51])[C:47]([OH:53])=[O:48].[Cl:1][C:2]1[CH:7]=[C:6]([C:8]2[C:17]3[C:12](=[CH:13][C:14]([S:18]([NH:21][C:31]4[CH:35]=[CH:34][O:33][N:32]=4)(=[O:19])=[O:20])=[CH:15][CH:16]=3)[CH:11]=[N:10][C:9]=2[O:36][CH3:37])[C:5]([O:38][CH3:39])=[CH:4][C:3]=1[C:40]1[CH:45]=[CH:44][CH:43]=[C:42]([F:46])[CH:41]=1.